This data is from Catalyst prediction with 721,799 reactions and 888 catalyst types from USPTO. The task is: Predict which catalyst facilitates the given reaction. (1) Reactant: Cl.[NH2:2][C@H:3]1[C:12]2[C:7](=[CH:8][CH:9]=[C:10]([C:13]3[CH:18]=[CH:17][C:16]([C:19]([N:21]4[CH2:26][CH2:25][O:24][CH2:23][CH2:22]4)=[O:20])=[CH:15][N:14]=3)[CH:11]=2)[N:6]([C:27](=[O:29])[CH3:28])[C@@H:5]([CH3:30])[CH2:4]1.Br[C:32]1[CH:37]=[CH:36][CH:35]=[C:34]([Cl:38])[CH:33]=1.C1(P(C2CCCCC2)C2C=CC=CC=2C2C(N(C)C)=CC=CC=2)CCCCC1.CC(C)([O-])C.[Na+]. Product: [Cl:38][C:34]1[CH:33]=[C:32]([NH:2][C@H:3]2[C:12]3[C:7](=[CH:8][CH:9]=[C:10]([C:13]4[CH:18]=[CH:17][C:16]([C:19]([N:21]5[CH2:26][CH2:25][O:24][CH2:23][CH2:22]5)=[O:20])=[CH:15][N:14]=4)[CH:11]=3)[N:6]([C:27](=[O:29])[CH3:28])[C@@H:5]([CH3:30])[CH2:4]2)[CH:37]=[CH:36][CH:35]=1. The catalyst class is: 62. (2) Reactant: [Cl:1][C:2]1[CH:3]=[C:4]2[C:9](=[CH:10][C:11]=1[C:12]([N:14]1[CH2:18][CH2:17][CH2:16][CH2:15]1)=[O:13])[N:8]=[CH:7][N:6]=[C:5]2[NH:19][CH:20]([C:26]1[N:30](C(OC(C)(C)C)=O)[C:29]2[CH:38]=[CH:39][C:40]([Cl:42])=[CH:41][C:28]=2[N:27]=1)[CH2:21][CH2:22][C:23]([OH:25])=O.CN[CH:45]([CH3:53])[C:46]([O:48]C(C)(C)C)=[O:47].[CH3:54][N:55](C(ON1N=NC2C=CC=CC1=2)=[N+](C)C)C.[B-](F)(F)(F)F.FC(F)(F)C(O)=O. Product: [Cl:1][C:2]1[CH:3]=[C:4]2[C:9](=[CH:10][C:11]=1[C:12]([N:14]1[CH2:18][CH2:17][CH2:16][CH2:15]1)=[O:13])[N:8]=[CH:7][N:6]=[C:5]2[NH:19][CH:20]([C:26]1[NH:30][C:29]2[CH:38]=[CH:39][C:40]([Cl:42])=[CH:41][C:28]=2[N:27]=1)[CH2:21][CH2:22][C:23]([N:55]([CH2:53][CH2:45][C:46]([OH:48])=[O:47])[CH3:54])=[O:25]. The catalyst class is: 783. (3) Reactant: [C:1]1([B:7]([C:14]2[CH:19]=[CH:18][CH:17]=[CH:16][CH:15]=2)[C:8]2[CH:13]=[CH:12][CH:11]=[CH:10][CH:9]=2)[CH:6]=[CH:5][CH:4]=[CH:3][CH:2]=1.[CH:20]1[C:29]2[C:24](=[CH:25][CH:26]=[CH:27][CH:28]=2)[CH:23]=[CH:22][C:21]=1[Mg]Br.BrC1C=CC2C(=CC=CC=2)C=1.C(=O)(O)[O-].[Na+:47]. Product: [CH:20]1[C:29]2[C:24](=[CH:25][CH:26]=[CH:27][CH:28]=2)[CH:23]=[CH:22][C:21]=1[B-:7]([C:8]1[CH:9]=[CH:10][CH:11]=[CH:12][CH:13]=1)([C:14]1[CH:19]=[CH:18][CH:17]=[CH:16][CH:15]=1)[C:1]1[CH:2]=[CH:3][CH:4]=[CH:5][CH:6]=1.[Na+:47]. The catalyst class is: 7. (4) Reactant: [I:1][C:2]1[C:10]2[CH2:9][CH2:8][C:7]([CH3:12])([CH3:11])[CH2:6][C:5]=2[NH:4][N:3]=1.[CH3:13]C([O-])(C)C.[K+].IC. Product: [I:1][C:2]1[C:10]2[CH2:9][CH2:8][C:7]([CH3:12])([CH3:11])[CH2:6][C:5]=2[N:4]([CH3:13])[N:3]=1. The catalyst class is: 1. (5) Reactant: [Br:1][C:2]1[CH:3]=[C:4]([CH:7]=[CH:8][C:9]=1[O:10][CH3:11])[CH:5]=[O:6].[CH2:12](O)[CH2:13][OH:14].C1(C)C=CC(S(O)(=O)=O)=CC=1.C([O-])(O)=O.[Na+]. Product: [Br:1][C:2]1[CH:3]=[C:4]([CH:5]2[O:14][CH2:13][CH2:12][O:6]2)[CH:7]=[CH:8][C:9]=1[O:10][CH3:11]. The catalyst class is: 638. (6) Reactant: [NH2:1][C:2]1[S:3][CH:4]=[C:5]([C:7](=[O:9])[CH3:8])[N:6]=1.[Li+].[BH4-].CO. Product: [NH2:1][C:2]1[S:3][CH:4]=[C:5]([CH:7]([OH:9])[CH3:8])[N:6]=1. The catalyst class is: 1. (7) Reactant: Cl[C:2]1[CH:7]=[CH:6][CH:5]=[C:4]([C:8]([F:11])([F:10])[F:9])[C:3]=1[N+:12]([O-:14])=[O:13].[NH2:15][CH2:16][C@@H:17]1[CH2:21][CH2:20][N:19]([C:22]([O:24][C:25]([CH3:28])([CH3:27])[CH3:26])=[O:23])[CH2:18]1.CCN(C(C)C)C(C)C. Product: [N+:12]([C:3]1[C:4]([C:8]([F:11])([F:10])[F:9])=[CH:5][CH:6]=[CH:7][C:2]=1[NH:15][CH2:16][C@@H:17]1[CH2:21][CH2:20][N:19]([C:22]([O:24][C:25]([CH3:28])([CH3:27])[CH3:26])=[O:23])[CH2:18]1)([O-:14])=[O:13]. The catalyst class is: 58. (8) The catalyst class is: 39. Reactant: [F:1][C:2]1[CH:7]=[CH:6][C:5]([OH:8])=[CH:4][CH:3]=1.F[C:10]1[CH:15]=[CH:14][C:13]([N+:16]([O-:18])=[O:17])=[CH:12][CH:11]=1.C([O-])([O-])=O.[K+].[K+]. Product: [F:1][C:2]1[CH:7]=[CH:6][C:5]([O:8][C:10]2[CH:15]=[CH:14][C:13]([N+:16]([O-:18])=[O:17])=[CH:12][CH:11]=2)=[CH:4][CH:3]=1. (9) Reactant: F[C:2]1[CH:7]=[C:6]([F:8])[CH:5]=[CH:4][C:3]=1[N+:9]([O-:11])=[O:10].[CH:12]1([C:18]2[NH:19][CH:20]=[C:21]([CH3:23])[N:22]=2)[CH2:17][CH2:16][CH2:15][CH2:14][CH2:13]1.C(=O)([O-])[O-].[K+].[K+]. Product: [CH:12]1([C:18]2[N:19]([C:2]3[CH:7]=[C:6]([F:8])[CH:5]=[CH:4][C:3]=3[N+:9]([O-:11])=[O:10])[CH:20]=[C:21]([CH3:23])[N:22]=2)[CH2:13][CH2:14][CH2:15][CH2:16][CH2:17]1. The catalyst class is: 10.